From a dataset of NCI-60 drug combinations with 297,098 pairs across 59 cell lines. Regression. Given two drug SMILES strings and cell line genomic features, predict the synergy score measuring deviation from expected non-interaction effect. (1) Drug 1: CN(C(=O)NC(C=O)C(C(C(CO)O)O)O)N=O. Drug 2: N.N.Cl[Pt+2]Cl. Cell line: 786-0. Synergy scores: CSS=29.1, Synergy_ZIP=-1.33, Synergy_Bliss=2.41, Synergy_Loewe=-30.7, Synergy_HSA=2.00. (2) Drug 1: C1=NC2=C(N=C(N=C2N1C3C(C(C(O3)CO)O)F)Cl)N. Drug 2: C1=CN(C=N1)CC(O)(P(=O)(O)O)P(=O)(O)O. Cell line: CCRF-CEM. Synergy scores: CSS=47.4, Synergy_ZIP=4.93, Synergy_Bliss=3.96, Synergy_Loewe=-43.1, Synergy_HSA=-1.84. (3) Drug 1: CN1C(=O)N2C=NC(=C2N=N1)C(=O)N. Drug 2: C(CCl)NC(=O)N(CCCl)N=O. Cell line: HCT-15. Synergy scores: CSS=10.8, Synergy_ZIP=0.703, Synergy_Bliss=1.75, Synergy_Loewe=0.441, Synergy_HSA=2.71. (4) Drug 1: C1=CC(=C2C(=C1NCCNCCO)C(=O)C3=C(C=CC(=C3C2=O)O)O)NCCNCCO. Drug 2: C1CCC(CC1)NC(=O)N(CCCl)N=O. Cell line: A549. Synergy scores: CSS=23.5, Synergy_ZIP=-12.7, Synergy_Bliss=-18.0, Synergy_Loewe=-29.7, Synergy_HSA=-15.2. (5) Drug 1: C1CC(=O)NC(=O)C1N2CC3=C(C2=O)C=CC=C3N. Drug 2: CS(=O)(=O)OCCCCOS(=O)(=O)C. Cell line: HOP-62. Synergy scores: CSS=8.78, Synergy_ZIP=-4.07, Synergy_Bliss=-3.65, Synergy_Loewe=-2.01, Synergy_HSA=-2.99. (6) Drug 1: CN1C(=O)N2C=NC(=C2N=N1)C(=O)N. Drug 2: CC1C(C(CC(O1)OC2CC(CC3=C2C(=C4C(=C3O)C(=O)C5=CC=CC=C5C4=O)O)(C(=O)C)O)N)O. Cell line: HCT116. Synergy scores: CSS=35.0, Synergy_ZIP=-2.11, Synergy_Bliss=-2.36, Synergy_Loewe=-1.16, Synergy_HSA=-0.00397. (7) Drug 1: CCC1(CC2CC(C3=C(CCN(C2)C1)C4=CC=CC=C4N3)(C5=C(C=C6C(=C5)C78CCN9C7C(C=CC9)(C(C(C8N6C)(C(=O)OC)O)OC(=O)C)CC)OC)C(=O)OC)O.OS(=O)(=O)O. Drug 2: C1CN(CCN1C(=O)CCBr)C(=O)CCBr. Cell line: HL-60(TB). Synergy scores: CSS=56.7, Synergy_ZIP=-6.30, Synergy_Bliss=-11.9, Synergy_Loewe=-20.9, Synergy_HSA=-20.3. (8) Drug 1: CCCCCOC(=O)NC1=NC(=O)N(C=C1F)C2C(C(C(O2)C)O)O. Drug 2: C1CN(CCN1C(=O)CCBr)C(=O)CCBr. Cell line: SR. Synergy scores: CSS=58.3, Synergy_ZIP=3.84, Synergy_Bliss=2.03, Synergy_Loewe=-19.1, Synergy_HSA=2.02.